Task: Predict which catalyst facilitates the given reaction.. Dataset: Catalyst prediction with 721,799 reactions and 888 catalyst types from USPTO (1) Reactant: [NH2:1][C:2]1[N:6]([C:7]2[CH:12]=[CH:11][CH:10]=[C:9]([Cl:13])[C:8]=2[F:14])[N:5]=[CH:4][C:3]=1[C:15]([O:17]CC)=[O:16].[OH-].[Na+]. Product: [NH2:1][C:2]1[N:6]([C:7]2[CH:12]=[CH:11][CH:10]=[C:9]([Cl:13])[C:8]=2[F:14])[N:5]=[CH:4][C:3]=1[C:15]([OH:17])=[O:16]. The catalyst class is: 5. (2) Reactant: C([O-])(O)=O.[Na+].[NH2:6][C:7]1[N:12]=[C:11]([C:13]([O:15][CH3:16])=[O:14])[CH:10]=[CH:9][CH:8]=1.[C:17]([C:19]1[CH:28]=[CH:27][C:22]([C:23](=O)[CH2:24]Br)=[CH:21][CH:20]=1)#[N:18].C(Cl)Cl. Product: [C:17]([C:19]1[CH:28]=[CH:27][C:22]([C:23]2[N:6]=[C:7]3[CH:8]=[CH:9][CH:10]=[C:11]([C:13]([O:15][CH3:16])=[O:14])[N:12]3[CH:24]=2)=[CH:21][CH:20]=1)#[N:18]. The catalyst class is: 41. (3) Reactant: [C:1]([O:5][C:6]([N:8]1[CH2:13][CH2:12][CH:11]([O:14][C:15]2[CH:20]=[CH:19][C:18]([CH:21]=[CH:22][C:23]([OH:25])=O)=[CH:17][CH:16]=2)[CH2:10][CH2:9]1)=[O:7])([CH3:4])([CH3:3])[CH3:2].C(N(CC)CC)C.C(OC(Cl)=O)C.[NH:39]1[CH2:44][CH2:43][O:42][CH2:41][CH2:40]1. Product: [C:1]([O:5][C:6]([N:8]1[CH2:13][CH2:12][CH:11]([O:14][C:15]2[CH:16]=[CH:17][C:18]([CH:21]=[CH:22][C:23]([N:39]3[CH2:44][CH2:43][O:42][CH2:41][CH2:40]3)=[O:25])=[CH:19][CH:20]=2)[CH2:10][CH2:9]1)=[O:7])([CH3:2])([CH3:3])[CH3:4]. The catalyst class is: 4. (4) Reactant: [CH3:1][CH:2]([N:4]1[C:12](/[CH:13]=[CH:14]/[C@H:15]([OH:24])[CH2:16][C@H:17]([OH:23])[CH2:18][C:19]([O:21]C)=[O:20])=[C:11]([C:25]2[CH:30]=[CH:29][C:28]([F:31])=[CH:27][CH:26]=2)[C:10]2[C:5]1=[CH:6][CH:7]=[CH:8][CH:9]=2)[CH3:3].O.[OH-].[Na+:34]. Product: [CH3:3][CH:2]([N:4]1[C:12](/[CH:13]=[CH:14]/[CH:15]([OH:24])[CH2:16][CH:17]([OH:23])[CH2:18][C:19]([O-:21])=[O:20])=[C:11]([C:25]2[CH:26]=[CH:27][C:28]([F:31])=[CH:29][CH:30]=2)[C:10]2[CH:9]=[CH:8][CH:7]=[CH:6][C:5]1=2)[CH3:1].[Na+:34]. The catalyst class is: 1. (5) Reactant: Cl[C:2]1[C:6]2[C:7]([O:11][CH3:12])=[CH:8][CH:9]=[CH:10][C:5]=2[S:4](=[O:14])(=[O:13])[N:3]=1.[CH2:15]([NH:17][CH3:18])[CH3:16]. Product: [CH2:15]([N:17]([C:2]1[C:6]2[C:7]([O:11][CH3:12])=[CH:8][CH:9]=[CH:10][C:5]=2[S:4](=[O:14])(=[O:13])[N:3]=1)[CH3:18])[CH3:16]. The catalyst class is: 217.